From a dataset of Forward reaction prediction with 1.9M reactions from USPTO patents (1976-2016). Predict the product of the given reaction. (1) Given the reactants Br[C:2]1[CH:10]=[CH:9][CH:8]=[C:7]2[C:3]=1[CH2:4][NH:5][C:6]2=[O:11].[CH3:12][C:13]1([CH3:29])[C:17]([CH3:19])([CH3:18])[O:16][B:15]([B:15]2[O:16][C:17]([CH3:19])([CH3:18])[C:13]([CH3:29])([CH3:12])[O:14]2)[O:14]1.C([O-])(=O)C.[K+].C(Cl)Cl, predict the reaction product. The product is: [CH3:12][C:13]1([CH3:29])[C:17]([CH3:19])([CH3:18])[O:16][B:15]([C:2]2[CH:10]=[CH:9][CH:8]=[C:7]3[C:3]=2[CH2:4][NH:5][C:6]3=[O:11])[O:14]1. (2) Given the reactants [CH:1]1([CH2:4][N:5]2[CH2:10][CH2:9][N:8]([CH2:11][C:12]3[CH:17]=[CH:16][C:15]([N+:18]([O-])=O)=[CH:14][C:13]=3[C:21]([F:24])([F:23])[F:22])[CH2:7][CH2:6]2)[CH2:3][CH2:2]1.[NH4+].[Cl-], predict the reaction product. The product is: [CH:1]1([CH2:4][N:5]2[CH2:10][CH2:9][N:8]([CH2:11][C:12]3[CH:17]=[CH:16][C:15]([NH2:18])=[CH:14][C:13]=3[C:21]([F:23])([F:24])[F:22])[CH2:7][CH2:6]2)[CH2:3][CH2:2]1. (3) Given the reactants [Br:1][C:2]1[CH:10]=[CH:9][C:5]([C:6]([OH:8])=O)=[CH:4][C:3]=1[Cl:11].Cl.[CH3:13][C:14]1[C:15]([N:21]2[CH2:26][CH2:25][NH:24][CH2:23][CH2:22]2)=[N:16][CH:17]=[C:18]([CH3:20])[CH:19]=1, predict the reaction product. The product is: [Br:1][C:2]1[CH:10]=[CH:9][C:5]([C:6]([N:24]2[CH2:25][CH2:26][N:21]([C:15]3[C:14]([CH3:13])=[CH:19][C:18]([CH3:20])=[CH:17][N:16]=3)[CH2:22][CH2:23]2)=[O:8])=[CH:4][C:3]=1[Cl:11]. (4) Given the reactants [C:1]1(=[O:11])[NH:5][C:4](=[O:6])[C:3]2=[CH:7][CH:8]=[CH:9][CH:10]=[C:2]12.C1(P(C2C=CC=CC=2)C2C=CC=CC=2)C=CC=CC=1.N(C(OCC)=O)=NC(OCC)=O.O[CH2:44][CH2:45][C:46]1[N:47]=[C:48](/[CH:51]=[CH:52]/[C:53]2[CH:58]=[CH:57][CH:56]=[CH:55][CH:54]=2)[O:49][CH:50]=1, predict the reaction product. The product is: [CH:51](/[C:48]1[O:49][CH:50]=[C:46]([CH2:45][CH2:44][N:5]2[C:1](=[O:11])[C:2]3=[CH:10][CH:9]=[CH:8][CH:7]=[C:3]3[C:4]2=[O:6])[N:47]=1)=[CH:52]\[C:53]1[CH:58]=[CH:57][CH:56]=[CH:55][CH:54]=1. (5) Given the reactants [N:1]1[CH:6]=[CH:5][CH:4]=[CH:3][C:2]=1[CH:7]=[O:8].[C:9]1([Mg]Br)[CH:14]=[CH:13][CH:12]=[CH:11][CH:10]=1, predict the reaction product. The product is: [C:9]1([CH:7]([C:2]2[CH:3]=[CH:4][CH:5]=[CH:6][N:1]=2)[OH:8])[CH:14]=[CH:13][CH:12]=[CH:11][CH:10]=1. (6) Given the reactants [CH3:1][O:2][C:3](=[O:13])[C:4]1[CH:9]=[CH:8][C:7]([O:10][CH3:11])=[C:6]([NH2:12])[CH:5]=1.Cl.C(O)CCC.[C:20]1(Cl)[C:26](=O)[C:25](Cl)=[C:24](Cl)[C:22](=O)[C:21]=1Cl, predict the reaction product. The product is: [CH3:1][O:2][C:3]([C:4]1[C:5]2[CH:26]=[CH:20][C:21]([CH2:22][CH2:24][CH3:25])=[N:12][C:6]=2[C:7]([O:10][CH3:11])=[CH:8][CH:9]=1)=[O:13].